From a dataset of Peptide-MHC class I binding affinity with 185,985 pairs from IEDB/IMGT. Regression. Given a peptide amino acid sequence and an MHC pseudo amino acid sequence, predict their binding affinity value. This is MHC class I binding data. (1) The MHC is HLA-A26:02 with pseudo-sequence HLA-A26:02. The peptide sequence is AVNAATYNR. The binding affinity (normalized) is 0.0847. (2) The peptide sequence is AINIALIAV. The MHC is HLA-A02:02 with pseudo-sequence HLA-A02:02. The binding affinity (normalized) is 0.386. (3) The peptide sequence is ALRSRWRAL. The binding affinity (normalized) is 0.756. The MHC is HLA-B08:01 with pseudo-sequence HLA-B08:01. (4) The peptide sequence is LIAGIILLIL. The MHC is HLA-A02:02 with pseudo-sequence HLA-A02:02. The binding affinity (normalized) is 0.543. (5) The peptide sequence is SLNRNFTLV. The MHC is HLA-A02:02 with pseudo-sequence HLA-A02:02. The binding affinity (normalized) is 1.00. (6) The peptide sequence is RSFAERLDR. The MHC is HLA-A30:01 with pseudo-sequence HLA-A30:01. The binding affinity (normalized) is 0.460. (7) The peptide sequence is IIGLLKIFR. The MHC is HLA-B18:01 with pseudo-sequence HLA-B18:01. The binding affinity (normalized) is 0.0847. (8) The peptide sequence is LSSGEPHCA. The MHC is HLA-A24:02 with pseudo-sequence HLA-A24:02. The binding affinity (normalized) is 0.